From a dataset of Catalyst prediction with 721,799 reactions and 888 catalyst types from USPTO. Predict which catalyst facilitates the given reaction. (1) Product: [C:1]([C:5]1[CH:6]=[C:7]([NH:18][C:19]([NH:21][C:22]2[CH:27]=[CH:26][C:25]([O:28][C:29]3[CH:34]=[CH:33][N:32]=[C:31]([CH3:35])[CH:30]=3)=[CH:24][C:23]=2[F:36])=[O:20])[N:8]([C:10]2[CH:15]=[CH:14][C:13]([CH2:16][O:17][CH2:51][CH2:50][O:49][CH3:48])=[CH:12][CH:11]=2)[N:9]=1)([CH3:4])([CH3:3])[CH3:2]. The catalyst class is: 49. Reactant: [C:1]([C:5]1[CH:6]=[C:7]([NH:18][C:19]([NH:21][C:22]2[CH:27]=[CH:26][C:25]([O:28][C:29]3[CH:34]=[CH:33][N:32]=[C:31]([CH3:35])[CH:30]=3)=[CH:24][C:23]=2[F:36])=[O:20])[N:8]([C:10]2[CH:15]=[CH:14][C:13]([CH2:16][OH:17])=[CH:12][CH:11]=2)[N:9]=1)([CH3:4])([CH3:3])[CH3:2].C([O-])([O-])=O.[K+].[K+].CS(Cl)(=O)=O.[CH3:48][O:49][CH2:50][CH2:51]O.C([O-])([O-])=O.[Na+].[Na+]. (2) Reactant: Cl[CH2:2][C:3](=O)[CH3:4].[CH3:6][C:7]1[CH:12]=[CH:11][CH:10]=[CH:9][N:8]=1. Product: [CH3:4][C:3]1[CH:6]=[C:7]2[N:8]([CH:2]=1)[CH:9]=[CH:10][CH:11]=[CH:12]2. The catalyst class is: 21.